From a dataset of Forward reaction prediction with 1.9M reactions from USPTO patents (1976-2016). Predict the product of the given reaction. Given the reactants C(OC(=O)[NH:7][C@H:8]1[CH2:13][CH2:12][C@H:11]([CH2:14][CH2:15][C:16]#[N:17])[CH2:10][CH2:9]1)(C)(C)C.[F:19][C:20]([F:25])([F:24])[C:21]([OH:23])=[O:22], predict the reaction product. The product is: [F:19][C:20]([F:25])([F:24])[C:21]([OH:23])=[O:22].[NH2:7][C@H:8]1[CH2:13][CH2:12][C@H:11]([CH2:14][CH2:15][C:16]#[N:17])[CH2:10][CH2:9]1.[C:21]([OH:23])([C:20]([F:25])([F:24])[F:19])=[O:22].